This data is from HIV replication inhibition screening data with 41,000+ compounds from the AIDS Antiviral Screen. The task is: Binary Classification. Given a drug SMILES string, predict its activity (active/inactive) in a high-throughput screening assay against a specified biological target. (1) The molecule is CCOC(=O)Cc1nc(O)c2c3c(sc2n1)CCCC3. The result is 0 (inactive). (2) The compound is O=c1ccc2ccccc2n1Cc1ccc2ccccc2n1. The result is 0 (inactive). (3) The compound is Nc1c(Cl)ncnc1NCCCNc1ncnc(Cl)c1N. The result is 0 (inactive).